Predict the reaction yield, written as a fraction of the theoretical maximum amount of product (1.0 means a 100% yield; for example, 0.34 means a 34% yield). From a dataset of Reaction yield outcomes from USPTO patents with 853,638 reactions. (1) The reactants are [C:1]([C:4]1[C:36](=[O:37])[C@@:8]2([CH3:38])[C:9]3[C:15]([OH:16])=[CH:14][C:13]([O:17][CH3:18])=[C:12]([C:19]([NH:21][CH2:22][C:23]4[C:24]([CH3:35])=[C:25]([CH:30]=[C:31]([CH3:34])[C:32]=4[CH3:33])[C:26]([O:28]C)=[O:27])=[O:20])[C:10]=3[O:11][C:7]2=[CH:6][C:5]=1[OH:39])(=[O:3])[CH3:2].Cl. The yield is 0.970. The product is [C:1]([C:4]1[C:36](=[O:37])[C@@:8]2([CH3:38])[C:9]3[C:15]([OH:16])=[CH:14][C:13]([O:17][CH3:18])=[C:12]([C:19]([NH:21][CH2:22][C:23]4[C:24]([CH3:35])=[C:25]([CH:30]=[C:31]([CH3:34])[C:32]=4[CH3:33])[C:26]([OH:28])=[O:27])=[O:20])[C:10]=3[O:11][C:7]2=[CH:6][C:5]=1[OH:39])(=[O:3])[CH3:2]. The catalyst is [OH-].[Na+]. (2) The reactants are [Cl:1][C:2]1[CH:3]=[C:4](F)[C:5]([N+:8]([O-])=O)=[N:6][CH:7]=1.[NH2:12][CH:13]([CH2:16][CH3:17])[CH2:14][CH3:15].O.O.[Sn](Cl)Cl.[C:23](N1C=CN=C1)(N1C=CN=C1)=[O:24]. The catalyst is O.C(OCC)(=O)C. The product is [Cl:1][C:2]1[CH:3]=[C:4]2[N:12]([CH:13]([CH2:16][CH3:17])[CH2:14][CH3:15])[C:23]([OH:24])=[N:8][C:5]2=[N:6][CH:7]=1. The yield is 0.680. (3) The reactants are [N:1]1([CH2:14][C:15]2[N:19](C(OC(C)(C)C)=O)[C:18]3[CH:27]=[CH:28][CH:29]=[CH:30][C:17]=3[N:16]=2)[C@@H:13]2[C@H:4]([CH2:5][CH2:6][C:7]3[CH:8]=[CH:9][CH:10]=[N:11][C:12]=32)[CH2:3][CH2:2]1.FC(F)(F)C(O)=O. The catalyst is ClCCl. The product is [NH:16]1[C:17]2[CH:30]=[CH:29][CH:28]=[CH:27][C:18]=2[N:19]=[C:15]1[CH2:14][N:1]1[C@@H:13]2[C@H:4]([CH2:5][CH2:6][C:7]3[CH:8]=[CH:9][CH:10]=[N:11][C:12]=32)[CH2:3][CH2:2]1. The yield is 0.880. (4) The reactants are C[Al](C)C.[F:5][C:6]1[CH:7]=[C:8]([CH:11]=[CH:12][CH:13]=1)[CH2:9][NH2:10].C([O:16][C:17]([C:19]1[C:20]([O:34][CH2:35][CH3:36])=[N:21][C:22]2[C:27]([C:28]=1[OH:29])=[CH:26][CH:25]=[C:24]([C:30]([F:33])([F:32])[F:31])[CH:23]=2)=O)C.CCOC(C)=O.CCCCCC. The catalyst is C1(C)C=CC=CC=1.O. The product is [CH2:35]([O:34][C:20]1[C:19]([C:17]([NH:10][CH2:9][C:8]2[CH:11]=[CH:12][CH:13]=[C:6]([F:5])[CH:7]=2)=[O:16])=[C:28]([OH:29])[C:27]2[C:22](=[CH:23][C:24]([C:30]([F:33])([F:31])[F:32])=[CH:25][CH:26]=2)[N:21]=1)[CH3:36]. The yield is 0.410. (5) The reactants are Br[CH2:2][C:3]([C:5]1[CH:10]=[CH:9][C:8]([CH2:11][C@H:12]([NH:16][C:17](=[O:30])[C:18]2[CH:23]=[CH:22][C:21]([O:24][CH:25]([CH3:27])[CH3:26])=[C:20]([C:28]#[N:29])[CH:19]=2)[CH2:13][CH2:14][OH:15])=[CH:7][CH:6]=1)=O.[NH2:31][C:32]1[C:37]([CH3:38])=[CH:36][CH:35]=[CH:34][N:33]=1.C([O-])(O)=O.[Na+]. The catalyst is CC(O)C. The product is [C:28]([C:20]1[CH:19]=[C:18]([CH:23]=[CH:22][C:21]=1[O:24][CH:25]([CH3:27])[CH3:26])[C:17]([NH:16][C@@H:12]([CH2:11][C:8]1[CH:7]=[CH:6][C:5]([C:3]2[N:31]=[C:32]3[C:37]([CH3:38])=[CH:36][CH:35]=[CH:34][N:33]3[CH:2]=2)=[CH:10][CH:9]=1)[CH2:13][CH2:14][OH:15])=[O:30])#[N:29]. The yield is 0.700. (6) The reactants are Cl.[Cl:2][C:3]1[C:8]([Cl:9])=[CH:7][CH:6]=[CH:5][C:4]=1[NH:10][NH2:11].O=[C:13]1[CH2:17][CH2:16][CH2:15][CH:14]1[C:18]#[N:19]. The catalyst is C(O)C. The product is [Cl:2][C:3]1[C:8]([Cl:9])=[CH:7][CH:6]=[CH:5][C:4]=1[N:10]1[C:18]([NH2:19])=[C:14]2[CH2:15][CH2:16][CH2:17][C:13]2=[N:11]1. The yield is 0.850. (7) The reactants are [F:1][C:2]([F:32])([F:31])[C:3]1[CH:26]=[C:25]([C:27]([F:30])([F:29])[F:28])[CH:24]=[CH:23][C:4]=1[CH2:5][O:6][C:7]1[CH:12]=[CH:11][C:10](/[CH:13]=[C:14]2/[C:15](=S)[NH:16][C:17](=[O:19])[S:18]/2)=[CH:9][C:8]=1[O:21][CH3:22].[N:33]1([CH2:39][CH2:40][NH2:41])[CH2:38][CH2:37][CH2:36][CH2:35][CH2:34]1. The catalyst is CO. The product is [F:32][C:2]([F:1])([F:31])[C:3]1[CH:26]=[C:25]([C:27]([F:28])([F:30])[F:29])[CH:24]=[CH:23][C:4]=1[CH2:5][O:6][C:7]1[CH:12]=[CH:11][C:10](/[CH:13]=[C:14]2/[C:15]([NH:41][CH2:40][CH2:39][N:33]3[CH2:38][CH2:37][CH2:36][CH2:35][CH2:34]3)=[N:16][C:17](=[O:19])[S:18]/2)=[CH:9][C:8]=1[O:21][CH3:22]. The yield is 0.560.